Dataset: Reaction yield outcomes from USPTO patents with 853,638 reactions. Task: Predict the reaction yield, written as a fraction of the theoretical maximum amount of product (1.0 means a 100% yield; for example, 0.34 means a 34% yield). (1) The reactants are [N:1]12[CH2:8][CH2:7][CH:4]([CH2:5][CH2:6]1)[CH:3]([NH2:9])[CH2:2]2.[C:10]1([C:20]2[CH:25]=[CH:24][CH:23]=[CH:22][CH:21]=2)[CH:15]=[CH:14][C:13]([CH2:16][C:17](O)=[O:18])=[CH:12][CH:11]=1. No catalyst specified. The product is [N:1]12[CH2:8][CH2:7][CH:4]([CH2:5][CH2:6]1)[CH:3]([NH:9][C:17](=[O:18])[CH2:16][C:13]1[CH:14]=[CH:15][C:10]([C:20]3[CH:21]=[CH:22][CH:23]=[CH:24][CH:25]=3)=[CH:11][CH:12]=1)[CH2:2]2. The yield is 0.440. (2) The reactants are O[C:2]([C:5]1[CH:10]=[CH:9][CH:8]=[CH:7][C:6]=1[C:11]1([OH:18])[CH2:16][CH2:15][N:14]([CH3:17])[CH2:13][CH2:12]1)([CH3:4])[CH3:3].B(F)(F)F.CCOCC. The catalyst is C1C=CC=CC=1. The product is [CH3:17][N:14]1[CH2:13][CH2:12][C:11]2([C:6]3[CH:7]=[CH:8][CH:9]=[CH:10][C:5]=3[C:2]([CH3:3])([CH3:4])[O:18]2)[CH2:16][CH2:15]1. The yield is 0.560. (3) The reactants are [Cl:1][C:2]1[CH:7]=[C:6]([C:8](Cl)=[O:9])[CH:5]=[CH:4][N:3]=1.C(N(CC)CC)C.[C:18]([O:22][C:23]([N:25]1[CH2:30][CH2:29][C:28]2([C:38]3[C:33](=[CH:34][CH:35]=[C:36]([F:39])[CH:37]=3)[NH:32][CH2:31]2)[CH2:27][CH2:26]1)=[O:24])([CH3:21])([CH3:20])[CH3:19]. The catalyst is ClCCl. The product is [Cl:1][C:2]1[CH:7]=[C:6]([C:8]([N:32]2[C:33]3[C:38](=[CH:37][C:36]([F:39])=[CH:35][CH:34]=3)[C:28]3([CH2:29][CH2:30][N:25]([C:23]([O:22][C:18]([CH3:21])([CH3:20])[CH3:19])=[O:24])[CH2:26][CH2:27]3)[CH2:31]2)=[O:9])[CH:5]=[CH:4][N:3]=1. The yield is 0.730. (4) The reactants are [CH:1]1([C:5]2[C:14](I)=[CH:13][C:8]([C:9]([O:11][CH3:12])=[O:10])=[C:7]([CH3:16])[CH:6]=2)[CH2:4][CH2:3][CH2:2]1.[CH3:17][N:18](C=O)C. The catalyst is [C-]#N.[C-]#N.[Zn+2].C1C=CC([P]([Pd]([P](C2C=CC=CC=2)(C2C=CC=CC=2)C2C=CC=CC=2)([P](C2C=CC=CC=2)(C2C=CC=CC=2)C2C=CC=CC=2)[P](C2C=CC=CC=2)(C2C=CC=CC=2)C2C=CC=CC=2)(C2C=CC=CC=2)C2C=CC=CC=2)=CC=1. The product is [C:17]([C:14]1[C:5]([CH:1]2[CH2:4][CH2:3][CH2:2]2)=[CH:6][C:7]([CH3:16])=[C:8]([CH:13]=1)[C:9]([O:11][CH3:12])=[O:10])#[N:18]. The yield is 0.880. (5) The reactants are CCOC(/N=N/C(OCC)=O)=O.[C:26]1(P([C:26]2[CH:31]=[CH:30][CH:29]=[CH:28][CH:27]=2)[C:26]2[CH:31]=[CH:30][CH:29]=[CH:28][CH:27]=2)[CH:31]=[CH:30][CH:29]=[CH:28][CH:27]=1.[CH3:32][S:33]([N:36]1[CH2:40][C@H:39]([S:41][CH2:42][C:43]2[CH:48]=[CH:47][C:46]([O:49][CH3:50])=[CH:45][CH:44]=2)[CH2:38][C@H:37]1[CH2:51][OH:52])(=[O:35])=[O:34].C1(O)C=CC=CC=1. The catalyst is C1COCC1. The product is [CH3:32][S:33]([N:36]1[CH2:40][C@H:39]([S:41][CH2:42][C:43]2[CH:48]=[CH:47][C:46]([O:49][CH3:50])=[CH:45][CH:44]=2)[CH2:38][C@H:37]1[CH2:51][O:52][C:26]1[CH:27]=[CH:28][CH:29]=[CH:30][CH:31]=1)(=[O:34])=[O:35]. The yield is 0.390. (6) The reactants are [C:1](OC(=O)C)(=[O:3])[CH3:2].[I:8][C:9]1[C:14]2[O:15][CH2:16][O:17][C:13]=2[C:12]([NH2:18])=[CH:11][CH:10]=1.O. The catalyst is C(O)(=O)C. The product is [I:8][C:9]1[C:14]2[O:15][CH2:16][O:17][C:13]=2[C:12]([NH:18][C:1](=[O:3])[CH3:2])=[CH:11][CH:10]=1. The yield is 0.926. (7) The reactants are Br[C:2]1[CH:8]=[CH:7][C:6]([N+:9]([O-:11])=[O:10])=[CH:5][C:3]=1[NH2:4].[C:12]1([CH3:18])C=CC=C[CH:13]=1.C([O-])([O-])=O.[Cs+].[Cs+].B1(C2CC2)OC(=O)CN(C)CC(=O)O1. The catalyst is CC([O-])=O.CC([O-])=O.[Pd+2].O. The product is [CH:18]1([C:2]2[CH:8]=[CH:7][C:6]([N+:9]([O-:11])=[O:10])=[CH:5][C:3]=2[NH2:4])[CH2:12][CH2:13]1. The yield is 0.700. (8) The reactants are C1(C)C=CC(S([O:10][CH2:11][CH2:12][CH2:13][CH:14]=[C:15]([CH3:27])[CH2:16][CH2:17][CH:18]=[C:19]([CH3:26])[CH2:20][CH2:21][CH:22]=[C:23]([CH3:25])[CH3:24])(=O)=O)=CC=1.[CH2:29](O)[C@@H:30]([C@@H:32]([CH2:34][OH:35])[OH:33])[OH:31].OCC(CO)O. No catalyst specified. The product is [CH3:27][C:15]([CH2:16][CH2:17][CH:18]=[C:19]([CH3:26])[CH2:20][CH2:21][CH:22]=[C:23]([CH3:24])[CH3:25])=[CH:14][CH2:13][CH2:12][CH2:11][O:10][CH2:29][C@@H:30]([C@@H:32]([CH2:34][OH:35])[OH:33])[OH:31]. The yield is 0.140. (9) The reactants are Cl[C:2]1[CH:3]=[CH:4][C:5]2[N:6]([C:8]([C:11]3[CH:16]=[CH:15][CH:14]=[C:13]([Cl:17])[CH:12]=3)=[CH:9][N:10]=2)[N:7]=1.Cl.[NH2:19][C@H:20]1[CH2:25][CH2:24][C@H:23]([OH:26])[CH2:22][CH2:21]1.C([O-])(O)=O.[Na+]. The catalyst is CN1C(=O)CCC1. The product is [Cl:17][C:13]1[CH:12]=[C:11]([C:8]2[N:6]3[N:7]=[C:2]([NH:19][CH:20]4[CH2:25][CH2:24][CH:23]([OH:26])[CH2:22][CH2:21]4)[CH:3]=[CH:4][C:5]3=[N:10][CH:9]=2)[CH:16]=[CH:15][CH:14]=1. The yield is 0.310.